Task: Predict the reaction yield, written as a fraction of the theoretical maximum amount of product (1.0 means a 100% yield; for example, 0.34 means a 34% yield).. Dataset: Reaction yield outcomes from USPTO patents with 853,638 reactions (1) The reactants are [CH3:1][N:2]([CH2:4][CH:5]1[CH2:8][N:7]([C:9]([NH:11][C:12]2[CH:13]=[C:14]([C:21]3[CH:26]=[CH:25][C:24]([F:27])=[CH:23][CH:22]=3)[CH:15]=[CH:16][C:17]=2[N+:18]([O-])=O)=[O:10])[CH2:6]1)[CH3:3]. The catalyst is CO.[Pd]. The product is [NH2:18][C:17]1[CH:16]=[CH:15][C:14]([C:21]2[CH:22]=[CH:23][C:24]([F:27])=[CH:25][CH:26]=2)=[CH:13][C:12]=1[NH:11][C:9]([N:7]1[CH2:6][CH:5]([CH2:4][N:2]([CH3:3])[CH3:1])[CH2:8]1)=[O:10]. The yield is 0.0300. (2) The reactants are Br[C:2]1[C:3]([CH3:16])=[C:4]([O:14][CH3:15])[C:5]2[O:9][C:8]([CH3:11])([CH3:10])[CH2:7][C:6]=2[C:12]=1[CH3:13].[F:17][C:18]1[CH:23]=[CH:22][C:21]([N:24]2[CH2:29][CH2:28][NH:27][CH2:26][CH2:25]2)=[CH:20][CH:19]=1. No catalyst specified. The product is [F:17][C:18]1[CH:19]=[CH:20][C:21]([N:24]2[CH2:29][CH2:28][N:27]([C:2]3[C:3]([CH3:16])=[C:4]([O:14][CH3:15])[C:5]4[O:9][C:8]([CH3:11])([CH3:10])[CH2:7][C:6]=4[C:12]=3[CH3:13])[CH2:26][CH2:25]2)=[CH:22][CH:23]=1. The yield is 0.490. (3) The reactants are [CH2:1]([O:8][C:9](=[O:51])[NH:10][C@H:11]([C:13](=[O:50])[NH:14][C@H:15]([C:26](=[O:49])[NH:27][C@@H:28]([CH2:42][C:43]1[CH:48]=[CH:47][CH:46]=[CH:45][CH:44]=1)[CH:29]([C:31](=[O:41])[N:32]([CH2:34][C:35]1[CH:40]=[CH:39][CH:38]=[CH:37][CH:36]=1)[CH3:33])[OH:30])[CH2:16][C:17]1[C:25]2[C:20](=[CH:21][CH:22]=[CH:23][CH:24]=2)[NH:19][CH:18]=1)[CH3:12])[C:2]1[CH:7]=[CH:6][CH:5]=[CH:4][CH:3]=1.CC(OI1(OC(C)=O)(OC(C)=O)OC(=O)C2C=CC=CC1=2)=O. The catalyst is ClCCl. The product is [CH2:1]([O:8][C:9](=[O:51])[NH:10][C@H:11]([C:13](=[O:50])[NH:14][C@H:15]([C:26](=[O:49])[NH:27][C@@H:28]([CH2:42][C:43]1[CH:48]=[CH:47][CH:46]=[CH:45][CH:44]=1)[C:29]([C:31](=[O:41])[N:32]([CH2:34][C:35]1[CH:36]=[CH:37][CH:38]=[CH:39][CH:40]=1)[CH3:33])=[O:30])[CH2:16][C:17]1[C:25]2[C:20](=[CH:21][CH:22]=[CH:23][CH:24]=2)[NH:19][CH:18]=1)[CH3:12])[C:2]1[CH:7]=[CH:6][CH:5]=[CH:4][CH:3]=1. The yield is 0.130. (4) The reactants are [F:1][C:2]1[CH:10]=[CH:9][CH:8]=[C:7]2[C:3]=1[C:4]([CH:11]1[CH2:16][CH2:15][C:14](=O)[CH2:13][CH2:12]1)=[CH:5][NH:6]2.[NH:18]1[C:26]2[C:21](=[C:22]([N:27]3[CH2:32][CH2:31][NH:30][CH2:29][CH2:28]3)[CH:23]=[CH:24][CH:25]=2)[CH:20]=[CH:19]1.C(O[BH-](OC(=O)C)OC(=O)C)(=O)C.[Na+].C(O)(=O)C. The catalyst is ClCCCl. The product is [F:1][C:2]1[CH:10]=[CH:9][CH:8]=[C:7]2[C:3]=1[C:4]([C@H:11]1[CH2:16][CH2:15][C@@H:14]([N:30]3[CH2:31][CH2:32][N:27]([C:22]4[CH:23]=[CH:24][CH:25]=[C:26]5[C:21]=4[CH:20]=[CH:19][NH:18]5)[CH2:28][CH2:29]3)[CH2:13][CH2:12]1)=[CH:5][NH:6]2. The yield is 0.790. (5) The reactants are [OH:1][C:2]1[CH:3]=[C:4]([C:19]([F:22])([F:21])[F:20])[C:5]2[CH:6]=[CH:7][C:8]3[N:9]([CH:12]=[C:13]([C:15]([NH:17][NH2:18])=[O:16])[N:14]=3)[C:10]=2[N:11]=1.[CH3:23]C1C=CC(S(O)(=O)=O)=CC=1.C(OC(OCC)OCC)C. No catalyst specified. The product is [O:16]1[CH:23]=[N:18][N:17]=[C:15]1[C:13]1[N:14]=[C:8]2[CH:7]=[CH:6][C:5]3[C:4]([C:19]([F:20])([F:21])[F:22])=[CH:3][C:2]([OH:1])=[N:11][C:10]=3[N:9]2[CH:12]=1. The yield is 0.0135. (6) The reactants are [NH2:1][C:2]1[CH:9]=[CH:8][C:5]([C:6]#[N:7])=[CH:4][N:3]=1.Cl[CH2:11][CH:12]=O. The catalyst is C(#N)C. The product is [N:1]1[CH:11]=[CH:12][N:3]2[CH:4]=[C:5]([C:6]#[N:7])[CH:8]=[CH:9][C:2]=12. The yield is 0.940. (7) The reactants are [Br:1][C:2]1[C:7]([N+:8]([O-])=O)=[CH:6][C:5]([NH:11][C:12]2[N:17]=[C:16]([C:18]3[C:26]4[C:21](=[CH:22][CH:23]=[CH:24][CH:25]=4)[N:20]([CH3:27])[CH:19]=3)[CH:15]=[CH:14][N:13]=2)=[C:4]([O:28][CH3:29])[CH:3]=1.[NH4+].[Cl-].O. The catalyst is C(O)C.[Fe]. The product is [Br:1][C:2]1[CH:3]=[C:4]([O:28][CH3:29])[C:5]([NH:11][C:12]2[N:17]=[C:16]([C:18]3[C:26]4[C:21](=[CH:22][CH:23]=[CH:24][CH:25]=4)[N:20]([CH3:27])[CH:19]=3)[CH:15]=[CH:14][N:13]=2)=[CH:6][C:7]=1[NH2:8]. The yield is 0.930. (8) The reactants are O[Li].O.[CH3:4][C@H:5]1[C:13]2[C:12]([N:14]3[CH2:19][CH2:18][N:17]([C:20]([O:22][C:23]([CH3:26])([CH3:25])[CH3:24])=[O:21])[CH2:16][CH2:15]3)=[N:11][CH:10]=[N:9][C:8]=2[C@H:7]([O:27]C(=O)C2C=CC([N+]([O-])=O)=CC=2)[CH2:6]1.C1COCC1. The catalyst is O. The product is [OH:27][C@H:7]1[C:8]2[N:9]=[CH:10][N:11]=[C:12]([N:14]3[CH2:19][CH2:18][N:17]([C:20]([O:22][C:23]([CH3:26])([CH3:25])[CH3:24])=[O:21])[CH2:16][CH2:15]3)[C:13]=2[C@H:5]([CH3:4])[CH2:6]1. The yield is 1.00. (9) The reactants are [C:1]([O:5][C:6](=[O:20])[NH:7][C:8]12[CH2:17][CH:12]3[CH2:13][CH:14]([CH2:16][C:10]([CH:18]=O)([CH2:11]3)[CH2:9]1)[CH2:15]2)([CH3:4])([CH3:3])[CH3:2].[C:21]([O-])([O-])=O.[K+].[K+].[N+](=C(P(=O)(OC)OC)C(=O)C)=[N-]. The yield is 1.00. The catalyst is CO. The product is [C:18]([C:10]12[CH2:16][CH:14]3[CH2:13][CH:12]([CH2:17][C:8]([NH:7][C:6](=[O:20])[O:5][C:1]([CH3:4])([CH3:2])[CH3:3])([CH2:15]3)[CH2:9]1)[CH2:11]2)#[CH:21].